Dataset: Forward reaction prediction with 1.9M reactions from USPTO patents (1976-2016). Task: Predict the product of the given reaction. (1) Given the reactants O.O.[Sn](Cl)Cl.[F:6][C:7]([F:24])([F:23])[C:8]([NH:10][CH2:11]/[CH:12]=[CH:13]/[C:14]1[CH:19]=[CH:18][CH:17]=[C:16]([N+:20]([O-])=O)[CH:15]=1)=[O:9], predict the reaction product. The product is: [NH2:20][C:16]1[CH:15]=[C:14](/[CH:13]=[CH:12]/[CH2:11][NH:10][C:8](=[O:9])[C:7]([F:6])([F:23])[F:24])[CH:19]=[CH:18][CH:17]=1. (2) Given the reactants C([O:8][C:9]1[CH:10]=[C:11]([CH:40]=[CH:41][C:42]=1[O:43]CC1C=CC=CC=1)[C:12]1[O:13][C:14]2[C:19]([C:20](=[O:39])[C:21]=1OC(CCCCC(OCC1C=CC=CC=1)=O)=O)=[CH:18][CH:17]=[CH:16][CH:15]=2)C1C=CC=CC=1.C1COCC1, predict the reaction product. The product is: [OH:8][C:9]1[CH:10]=[C:11]([CH:40]=[CH:41][C:42]=1[OH:43])[C:12]1[O:13][C:14]2[C:19]([C:20](=[O:39])[CH:21]=1)=[CH:18][CH:17]=[CH:16][CH:15]=2. (3) The product is: [CH2:12]([C:5]1[CH:6]=[CH:7][CH:8]=[C:9]([CH2:10][CH3:11])[C:4]=1[CH2:3][C:2]1[NH:17][CH2:16][CH2:15][N:18]=1)[CH3:13]. Given the reactants Br[C:2](Br)=[CH:3][C:4]1[C:9]([CH2:10][CH3:11])=[CH:8][CH:7]=[CH:6][C:5]=1[CH2:12][CH3:13].[CH2:15]([NH2:18])[CH2:16][NH2:17], predict the reaction product. (4) Given the reactants Cl[C:2]1[C:7]([N+:8]([O-:10])=[O:9])=[C:6]([O:11][C:12]2[CH:17]=[CH:16][C:15]([CH:18]3[CH2:23][O:22][C:21]([CH3:25])([CH3:24])[O:20][CH2:19]3)=[CH:14][CH:13]=2)[N:5]=[CH:4][N:3]=1.Cl.[CH:27]([C:30]1[N:34]=[C:33]([CH:35]2[CH2:40][CH2:39][NH:38][CH2:37][CH2:36]2)[O:32][N:31]=1)([CH3:29])[CH3:28].ClCCl, predict the reaction product. The product is: [CH3:24][C:21]1([CH3:25])[O:22][CH2:23][CH:18]([C:15]2[CH:16]=[CH:17][C:12]([O:11][C:6]3[N:5]=[CH:4][N:3]=[C:2]([N:38]4[CH2:37][CH2:36][CH:35]([C:33]5[O:32][N:31]=[C:30]([CH:27]([CH3:29])[CH3:28])[N:34]=5)[CH2:40][CH2:39]4)[C:7]=3[N+:8]([O-:10])=[O:9])=[CH:13][CH:14]=2)[CH2:19][O:20]1.